This data is from Catalyst prediction with 721,799 reactions and 888 catalyst types from USPTO. The task is: Predict which catalyst facilitates the given reaction. (1) Reactant: Br[CH2:2][C:3](=[C:5]([C:11]([O:13][CH2:14][CH3:15])=[O:12])[C:6]([O:8][CH2:9][CH3:10])=[O:7])[CH3:4].CC(C)([O-])C.[K+].C(O)(=O)C. Product: [CH2:2]=[C:3]1[CH2:4][C:5]1([C:11]([O:13][CH2:14][CH3:15])=[O:12])[C:6]([O:8][CH2:9][CH3:10])=[O:7]. The catalyst class is: 107. (2) Reactant: [F:1][C:2]([F:12])([F:11])[C:3]1[N:8]=[C:7]([OH:9])[CH:6]=[C:5]([OH:10])[CH:4]=1.[N+:13]([O-])([OH:15])=[O:14]. Product: [N+:13]([C:6]1[C:7]([OH:9])=[N:8][C:3]([C:2]([F:1])([F:11])[F:12])=[CH:4][C:5]=1[OH:10])([O-:15])=[O:14]. The catalyst class is: 65. (3) Reactant: [C:1]1([CH2:7][O:8][C:9]2[CH:14]=[CH:13][C:12]([CH2:15][CH2:16][C:17]3[CH:18]=[C:19]([NH2:22])[NH:20][N:21]=3)=[CH:11][CH:10]=2)[CH:6]=[CH:5][CH:4]=[CH:3][CH:2]=1.Cl[C:24]1[CH:29]=[CH:28][N:27]=[C:26]([NH:30][CH2:31][C:32]2[O:36][N:35]=[C:34]([CH3:37])[CH:33]=2)[N:25]=1. Product: [CH3:37][C:34]1[CH:33]=[C:32]([CH2:31][NH:30][C:26]2[N:27]=[C:28]([NH:22][C:19]3[NH:20][N:21]=[C:17]([CH2:16][CH2:15][C:12]4[CH:13]=[CH:14][C:9]([O:8][CH2:7][C:1]5[CH:6]=[CH:5][CH:4]=[CH:3][CH:2]=5)=[CH:10][CH:11]=4)[CH:18]=3)[CH:29]=[CH:24][N:25]=2)[O:36][N:35]=1. The catalyst class is: 8. (4) Reactant: [OH:1][C:2]1[CH:11]=[CH:10][C:5]([C:6]([O:8][CH3:9])=[O:7])=[C:4]([CH:12]([CH3:14])[CH3:13])[CH:3]=1.[Li+].C[Si]([N-][Si](C)(C)C)(C)C.C1(N([S:32]([C:35]([F:38])([F:37])[F:36])(=[O:34])=[O:33])[S:32]([C:35]([F:38])([F:37])[F:36])(=[O:34])=[O:33])C=CC=CC=1. Product: [CH:12]([C:4]1[CH:3]=[C:2]([O:1][S:32]([C:35]([F:38])([F:37])[F:36])(=[O:34])=[O:33])[CH:11]=[CH:10][C:5]=1[C:6]([O:8][CH3:9])=[O:7])([CH3:14])[CH3:13]. The catalyst class is: 20. (5) Reactant: [NH2:1][C:2]1[S:3][CH:4]=[C:5]([CH2:7][C:8]([OH:10])=[O:9])[N:6]=1.[C:11]([N+:15]#[C-:16])([CH3:14])([CH3:13])[CH3:12].[CH:17](=O)[C:18]1[O:22][CH:21]=[CH:20][CH:19]=1. Product: [C:11]([NH:15][C:16]1[N:6]2[C:2]([S:3][CH:4]=[C:5]2[CH2:7][C:8]([OH:10])=[O:9])=[N:1][C:17]=1[C:18]1[O:22][CH:21]=[CH:20][CH:19]=1)([CH3:14])([CH3:13])[CH3:12]. The catalyst class is: 519. (6) Reactant: [S:1]1[CH:5]=[CH:4][CH:3]=[C:2]1[S:6]([NH:9][C:10]1[CH:11]=[C:12]([O:22][C:23]([F:26])([F:25])[F:24])[CH:13]=[C:14]2[C:18]=1[NH:17][C:16]([C:19]([NH2:21])=O)=[CH:15]2)(=[O:8])=[O:7].COC1C=CC(P2(SP(C3C=CC(OC)=CC=3)(=S)S2)=[S:36])=CC=1.[C:49]([O:54][CH2:55][CH3:56])(=[O:53])[C:50]#[C:51][CH3:52].C(P(CCCC)CCCC)CCC. Product: [CH2:55]([O:54][C:49](=[O:53])[CH2:50][CH:51]1[S:36][C:19]([C:16]2[NH:17][C:18]3[C:14]([CH:15]=2)=[CH:13][C:12]([O:22][C:23]([F:25])([F:24])[F:26])=[CH:11][C:10]=3[NH:9][S:6]([C:2]2[S:1][CH:5]=[CH:4][CH:3]=2)(=[O:7])=[O:8])=[N:21][CH2:52]1)[CH3:56]. The catalyst class is: 207. (7) Reactant: [CH3:1][NH:2][C:3]([C:5]1[CH:6]=[C:7]([O:11][C:12]2[CH:13]=[CH:14][C:15]([NH:18][C:19]([NH:21][C:22]3[CH:23]=[CH:24][C:25]([Cl:32])=[C:26]([C:28]([F:31])([F:30])[F:29])[CH:27]=3)=[O:20])=[CH:16][CH:17]=2)[CH:8]=[CH:9][N:10]=1)=[O:4].[C:33]1([CH3:43])[CH:38]=[CH:37][C:36]([S:39]([OH:42])(=[O:41])=[O:40])=[CH:35][CH:34]=1. Product: [CH3:43][C:33]1[CH:38]=[CH:37][C:36]([S:39]([OH:42])(=[O:41])=[O:40])=[CH:35][CH:34]=1.[CH3:1][NH:2][C:3]([C:5]1[CH:6]=[C:7]([O:11][C:12]2[CH:17]=[CH:16][C:15]([NH:18][C:19]([NH:21][C:22]3[CH:23]=[CH:24][C:25]([Cl:32])=[C:26]([C:28]([F:31])([F:29])[F:30])[CH:27]=3)=[O:20])=[CH:14][CH:13]=2)[CH:8]=[CH:9][N:10]=1)=[O:4]. The catalyst class is: 6.